The task is: Predict the reaction yield, written as a fraction of the theoretical maximum amount of product (1.0 means a 100% yield; for example, 0.34 means a 34% yield).. This data is from Reaction yield outcomes from USPTO patents with 853,638 reactions. (1) The yield is 0.260. The product is [OH:1][C:2]1[CH:7]=[CH:6][CH:5]=[CH:4][C:3]=1/[CH:8]=[C:9]1/[C:10](=[O:15])[N:11]=[C:12]([N:16]2[CH2:21][CH2:20][NH:19][CH2:18][CH2:17]2)[S:13]/1. No catalyst specified. The reactants are [OH:1][C:2]1[CH:7]=[CH:6][CH:5]=[CH:4][C:3]=1/[CH:8]=[C:9]1/[C:10](=[O:15])[NH:11][C:12](=S)[S:13]/1.[NH:16]1[CH2:21][CH2:20][NH:19][CH2:18][CH2:17]1. (2) The reactants are C[N:2](C)[CH:3]=[CH:4][C:5]([C:7]1[C:12](=[O:13])[CH:11]=[CH:10][N:9]([C:14]2[CH:19]=[CH:18][CH:17]=[C:16]([O:20][CH3:21])[CH:15]=2)[N:8]=1)=O.[C:23]1([NH:29]N)[CH:28]=[CH:27][CH:26]=[CH:25][CH:24]=1. The catalyst is CO. The product is [CH3:21][O:20][C:16]1[CH:15]=[C:14]([N:9]2[CH:10]=[CH:11][C:12](=[O:13])[C:7]([C:5]3[N:29]([C:23]4[CH:28]=[CH:27][CH:26]=[CH:25][CH:24]=4)[N:2]=[CH:3][CH:4]=3)=[N:8]2)[CH:19]=[CH:18][CH:17]=1. The yield is 0.140. (3) The reactants are [CH:1]1([NH:7][C:8]([C:10]2[C:14]([CH2:15][N:16]([CH3:18])[CH3:17])=[C:13]([C:19]3[CH:24]=[CH:23][C:22]([OH:25])=[CH:21][CH:20]=3)[N:12]([C:26]3[CH:31]=[CH:30][C:29]([Cl:32])=[CH:28][C:27]=3[Cl:33])[N:11]=2)=[O:9])[CH2:6][CH2:5][CH2:4][CH2:3][CH2:2]1.C(N(CC)CC)C.[F:41][C:42]([F:50])([F:49])[CH2:43][CH2:44][S:45](Cl)(=[O:47])=[O:46]. The catalyst is ClCCl. The product is [CH:1]1([NH:7][C:8]([C:10]2[C:14]([CH2:15][N:16]([CH3:18])[CH3:17])=[C:13]([C:19]3[CH:24]=[CH:23][C:22]([O:25][S:45]([CH2:44][CH2:43][C:42]([F:50])([F:49])[F:41])(=[O:47])=[O:46])=[CH:21][CH:20]=3)[N:12]([C:26]3[CH:31]=[CH:30][C:29]([Cl:32])=[CH:28][C:27]=3[Cl:33])[N:11]=2)=[O:9])[CH2:2][CH2:3][CH2:4][CH2:5][CH2:6]1. The yield is 0.190. (4) The reactants are Cl[S:2]([N:5]=[C:6]=[O:7])(=[O:4])=[O:3].C[C:9]([OH:12])([CH3:11])C.[CH2:13]([O:15][C:16](=[O:19])[CH2:17][NH2:18])[CH3:14].[CH3:20][CH2:21]N(CC)CC.Cl. The catalyst is C(Cl)Cl. The product is [CH2:9]([O:12][C:6]([NH:5][S:2]([NH:18][CH2:17][C:16]([O:15][CH2:13][CH3:14])=[O:19])(=[O:4])=[O:3])=[O:7])[CH2:11][CH2:20][CH3:21]. The yield is 0.850.